This data is from Reaction yield outcomes from USPTO patents with 853,638 reactions. The task is: Predict the reaction yield, written as a fraction of the theoretical maximum amount of product (1.0 means a 100% yield; for example, 0.34 means a 34% yield). (1) The product is [F:22][C:21]([F:24])([F:23])[O:20][C:9]1[CH:10]=[CH:11][CH:12]=[C:13]2[C:8]=1[NH:7][CH:15]=[CH:14]2. The catalyst is C(O)(C)(C)C. The yield is 0.600. The reactants are [OH-].[K+].C(OC(=O)[NH:7][C:8]1[C:13]([C:14]#[C:15][Si](C)(C)C)=[CH:12][CH:11]=[CH:10][C:9]=1[O:20][C:21]([F:24])([F:23])[F:22])C. (2) The reactants are CON(C)[C:4]([C@@H:6]([NH:8][C:9](=[O:15])[O:10][C:11]([CH3:14])([CH3:13])[CH3:12])[CH3:7])=[O:5].C(=O)=O.[CH3:20][C:21]([CH3:23])=O.C1([Mg]Br)CC1.O1CCCC1.[Cl-].[NH4+]. The catalyst is O1CCCC1. The product is [CH:21]1([C:4](=[O:5])[C@@H:6]([NH:8][C:9](=[O:15])[O:10][C:11]([CH3:12])([CH3:13])[CH3:14])[CH3:7])[CH2:23][CH2:20]1. The yield is 0.400. (3) The reactants are [Se](=O)=[O:2].[CH3:4][C:5]([C:7]1[CH:12]=[CH:11][C:10]([F:13])=[CH:9][CH:8]=1)=[O:6]. The catalyst is O1CCOCC1.O. The product is [F:13][C:10]1[CH:11]=[CH:12][C:7]([C:5]([CH:4]=[O:2])=[O:6])=[CH:8][CH:9]=1. The yield is 0.850. (4) The reactants are [NH:1]1[C:9]2[C:4](=[CH:5][CH:6]=[CH:7][CH:8]=2)[CH2:3][C:2]1=[O:10].[CH3:11][C:12]1[CH:16]=[C:15]([CH3:17])[NH:14][C:13]=1[CH:18]=O. The catalyst is N1CCCCC1.C(O)C. The product is [CH3:17][C:15]1[NH:14][C:13]([CH:18]=[C:3]2[C:4]3[C:9](=[CH:8][CH:7]=[CH:6][CH:5]=3)[NH:1][C:2]2=[O:10])=[C:12]([CH3:11])[CH:16]=1. The yield is 0.570.